The task is: Predict the product of the given reaction.. This data is from Forward reaction prediction with 1.9M reactions from USPTO patents (1976-2016). (1) Given the reactants ClC1C(N2CC(COC3C(C4CC4)=CC(C(OC)=O)=C(F)C=3)(C)C2)=NC=C(C(F)(F)F)C=1.[Cl:33][C:34]1[CH:35]=[C:36]([C:40]([N:43]2[CH2:48][CH2:47][CH2:46][C@@H:45]([O:49][C:50]3[C:59]([CH:60]4[CH2:62][CH2:61]4)=[CH:58][C:53]([C:54]([O:56]C)=[O:55])=[C:52]([F:63])[CH:51]=3)[CH2:44]2)([CH3:42])[CH3:41])[CH:37]=[CH:38][CH:39]=1, predict the reaction product. The product is: [Cl:33][C:34]1[CH:35]=[C:36]([C:40]([N:43]2[CH2:48][CH2:47][CH2:46][C@@H:45]([O:49][C:50]3[C:59]([CH:60]4[CH2:62][CH2:61]4)=[CH:58][C:53]([C:54]([OH:56])=[O:55])=[C:52]([F:63])[CH:51]=3)[CH2:44]2)([CH3:41])[CH3:42])[CH:37]=[CH:38][CH:39]=1. (2) Given the reactants [Cl:1][C:2]1[CH:31]=[CH:30][C:5]([CH2:6][NH:7][C:8]([C:10]2[C:19](=[O:20])[C:18]3[C:13](=[C:14](I)[CH:15]=[C:16]([CH2:21][N:22]4[CH2:27][CH2:26][O:25][CH2:24][CH2:23]4)[CH:17]=3)[N:12]([CH3:29])[CH:11]=2)=[O:9])=[CH:4][CH:3]=1.CN(C)[CH2:34][C:35]#[CH:36].CN([CH:41]=[O:42])C, predict the reaction product. The product is: [Cl:1][C:2]1[CH:31]=[CH:30][C:5]([CH2:6][NH:7][C:8]([C:10]2[C:19](=[O:20])[C:18]3[C:13](=[C:14]([C:36]#[C:35][CH2:34][CH2:41][OH:42])[CH:15]=[C:16]([CH2:21][N:22]4[CH2:27][CH2:26][O:25][CH2:24][CH2:23]4)[CH:17]=3)[N:12]([CH3:29])[CH:11]=2)=[O:9])=[CH:4][CH:3]=1.